Predict the product of the given reaction. From a dataset of Forward reaction prediction with 1.9M reactions from USPTO patents (1976-2016). (1) Given the reactants ClC1C=C(NC2[C:18]3[C:13](=[CH:14][N:15]=[CH:16][C:17]=3[O:19][CH3:20])OC=2N)C=CC=1F.BrC1C=NC=C(OC)C=1.[B:31]1([B:31]2[O:35][C:34]([CH3:37])([CH3:36])[C:33]([CH3:39])([CH3:38])[O:32]2)[O:35][C:34]([CH3:37])([CH3:36])[C:33]([CH3:39])([CH3:38])[O:32]1.C([O-])(=O)C.[K+], predict the reaction product. The product is: [CH3:20][O:19][C:17]1[CH:16]=[N:15][CH:14]=[C:13]([B:31]2[O:35][C:34]([CH3:37])([CH3:36])[C:33]([CH3:39])([CH3:38])[O:32]2)[CH:18]=1. (2) Given the reactants [F:1][C:2]1[CH:10]=[C:9]([C:11]2[CH:16]=[N:15][C:14]([O:17][CH2:18][CH:19]3[CH2:24][CH2:23][N:22]([CH2:25][C:26]4([C:30]([F:33])([F:32])[F:31])[CH2:29][CH2:28][CH2:27]4)[CH2:21][CH2:20]3)=[CH:13][N:12]=2)[CH:8]=[CH:7][C:3]=1[C:4]([OH:6])=O.[NH:34]1[CH2:38][CH2:37][CH2:36][C@@H:35]1[CH2:39][OH:40].C(Cl)CCl.C1C=CC2N(O)N=NC=2C=1.CCN(C(C)C)C(C)C, predict the reaction product. The product is: [F:1][C:2]1[CH:10]=[C:9]([C:11]2[CH:16]=[N:15][C:14]([O:17][CH2:18][CH:19]3[CH2:20][CH2:21][N:22]([CH2:25][C:26]4([C:30]([F:32])([F:31])[F:33])[CH2:29][CH2:28][CH2:27]4)[CH2:23][CH2:24]3)=[CH:13][N:12]=2)[CH:8]=[CH:7][C:3]=1[C:4]([N:34]1[CH2:38][CH2:37][CH2:36][C@@H:35]1[CH2:39][OH:40])=[O:6]. (3) The product is: [F:1][C:2]1[CH:10]=[C:9]([O:11][C:12]2[CH:17]=[CH:16][C:15]([CH:18]([C:30]3[CH:35]=[CH:34][CH:33]=[CH:32][C:31]=3[CH3:36])[CH2:19]/[C:20](=[N:39]\[OH:40])/[C:22]3[CH:27]=[CH:26][C:25](=[O:28])[N:24]([CH3:29])[CH:23]=3)=[C:14]([F:37])[CH:13]=2)[CH:8]=[CH:7][C:3]=1[C:4]([OH:6])=[O:5]. Given the reactants [F:1][C:2]1[CH:10]=[C:9]([O:11][C:12]2[CH:17]=[CH:16][C:15]([CH:18]([C:30]3[CH:35]=[CH:34][CH:33]=[CH:32][C:31]=3[CH3:36])[CH2:19][C:20]([C:22]3[CH:27]=[CH:26][C:25](=[O:28])[N:24]([CH3:29])[CH:23]=3)=O)=[C:14]([F:37])[CH:13]=2)[CH:8]=[CH:7][C:3]=1[C:4]([OH:6])=[O:5].Cl.[NH2:39][OH:40].C([O-])(O)=O.[Na+], predict the reaction product. (4) Given the reactants C[O:2][C:3](=[O:33])[CH2:4][O:5][C:6]1[CH:15]=[CH:14][C:13]([F:16])=[C:12]2[C:7]=1[C:8]([CH3:32])=[C:9]([CH2:20][C:21]1[CH:26]=[CH:25][C:24]([N:27]3[CH:31]=[CH:30][CH:29]=[N:28]3)=[CH:23][CH:22]=1)[C:10]([CH:17]1[CH2:19][CH2:18]1)=[N:11]2.[OH-].[Li+].Cl, predict the reaction product. The product is: [CH:17]1([C:10]2[C:9]([CH2:20][C:21]3[CH:22]=[CH:23][C:24]([N:27]4[CH:31]=[CH:30][CH:29]=[N:28]4)=[CH:25][CH:26]=3)=[C:8]([CH3:32])[C:7]3[C:12](=[C:13]([F:16])[CH:14]=[CH:15][C:6]=3[O:5][CH2:4][C:3]([OH:33])=[O:2])[N:11]=2)[CH2:19][CH2:18]1. (5) Given the reactants FC(F)(F)C(=N[Si](C)(C)C)O[Si](C)(C)C.[CH2:16](Br)[C:17]1[CH:22]=[CH:21][CH:20]=[CH:19][CH:18]=1.[C:24]([O:28][C:29]([NH:31][C:32]1[N:37]=[CH:36][C:35]([CH2:38][CH:39]([C:44]([O:46][CH2:47][CH3:48])=[O:45])[CH2:40][PH:41](=[O:43])[OH:42])=[CH:34][CH:33]=1)=[O:30])([CH3:27])([CH3:26])[CH3:25], predict the reaction product. The product is: [CH2:16]([P:41]([CH2:40][CH:39]([CH2:38][C:35]1[CH:36]=[N:37][C:32]([NH:31][C:29]([O:28][C:24]([CH3:25])([CH3:27])[CH3:26])=[O:30])=[CH:33][CH:34]=1)[C:44]([O:46][CH2:47][CH3:48])=[O:45])(=[O:42])[OH:43])[C:17]1[CH:22]=[CH:21][CH:20]=[CH:19][CH:18]=1. (6) Given the reactants Cl[C:2]1[N:3]=[N:4][C:5]([Cl:9])=[CH:6][C:7]=1[NH2:8].O.[NH2:11][NH2:12], predict the reaction product. The product is: [Cl:9][C:5]1[N:4]=[N:3][C:2]([NH:11][NH2:12])=[C:7]([NH2:8])[CH:6]=1. (7) Given the reactants [CH:1]([C:3]1[CH:8]=[CH:7][C:6](OS(C2C=CC(C)=CC=2)(=O)=O)=[CH:5][CH:4]=1)=[O:2].[CH:20]#[C:21][CH2:22][CH2:23][CH2:24][CH2:25][CH3:26], predict the reaction product. The product is: [C:20]([C:6]1[CH:5]=[CH:4][C:3]([CH:1]=[O:2])=[CH:8][CH:7]=1)#[C:21][CH2:22][CH2:23][CH2:24][CH2:25][CH3:26]. (8) Given the reactants Cl.[NH2:2][C:3]1[CH:12]=[CH:11][CH:10]=[C:9]2[C:4]=1[CH2:5][CH2:6][N:7]([CH2:14][CH:15]1[CH2:17][CH2:16]1)[C:8]2=[O:13].[C:18]([OH:22])(=[O:21])[CH:19]=O.[BH3-]C#N.[Na+].CC(O)=O.CC([O-])=O.[Na+], predict the reaction product. The product is: [CH:15]1([CH2:14][N:7]2[CH2:6][CH2:5][C:4]3[C:9](=[CH:10][CH:11]=[CH:12][C:3]=3[NH:2][CH2:19][C:18]([OH:22])=[O:21])[C:8]2=[O:13])[CH2:16][CH2:17]1.